From a dataset of Full USPTO retrosynthesis dataset with 1.9M reactions from patents (1976-2016). Predict the reactants needed to synthesize the given product. Given the product [OH:1][CH:2]1[C:11]2[C:6](=[CH:7][N:8]=[CH:9][CH:10]=2)[O:5][CH:4]([C:12]2[CH:13]=[C:14]([CH:19]=[CH:20][CH:21]=2)[C:15]([O:17][CH3:18])=[O:16])[CH2:3]1, predict the reactants needed to synthesize it. The reactants are: [O:1]=[C:2]1[C:11]2[C:6](=[CH:7][N:8]=[CH:9][CH:10]=2)[O:5][C:4]([C:12]2[CH:13]=[C:14]([CH:19]=[CH:20][CH:21]=2)[C:15]([O:17][CH3:18])=[O:16])=[CH:3]1.[BH4-].[Na+].